Dataset: Forward reaction prediction with 1.9M reactions from USPTO patents (1976-2016). Task: Predict the product of the given reaction. (1) Given the reactants [OH:1][C:2]([C:5]([OH:8])(C)[CH3:6])(C)C.[O-:9][CH2:10][CH2:11]CC.[O-][CH2:15]CCC.[O-]CCCC.[O-]CCCC.[Ti+4:29], predict the reaction product. The product is: [CH3:6][CH:5]([O:8][C:10]([CH3:11])=[O:9])[CH2:2][O:1][CH3:15].[Ti:29]. (2) Given the reactants [CH3:1][O:2][C:3]([C:5]1[C:10]([NH:11][C:12]2[CH:17]=[CH:16][C:15]([Si:18]([CH3:21])([CH3:20])[CH3:19])=[CH:14][C:13]=2[F:22])=[N:9][C:8]([CH2:23][NH2:24])=[CH:7][N:6]=1)=[O:4].[C:25](OC(=O)C)(=[O:27])C, predict the reaction product. The product is: [CH3:1][O:2][C:3]([C:5]1[C:10]([NH:11][C:12]2[CH:17]=[CH:16][C:15]([Si:18]([CH3:19])([CH3:20])[CH3:21])=[CH:14][C:13]=2[F:22])=[N:9][C:8]([CH2:23][NH:24][CH:25]=[O:27])=[CH:7][N:6]=1)=[O:4].